The task is: Binary Classification. Given a drug SMILES string, predict its activity (active/inactive) in a high-throughput screening assay against a specified biological target.. This data is from HIV replication inhibition screening data with 41,000+ compounds from the AIDS Antiviral Screen. The drug is CC12c3c4cccc3Oc3cc(N)cc(c31)Oc1cc(N)cc(c12)O4. The result is 0 (inactive).